Regression. Given a peptide amino acid sequence and an MHC pseudo amino acid sequence, predict their binding affinity value. This is MHC class I binding data. From a dataset of Peptide-MHC class I binding affinity with 185,985 pairs from IEDB/IMGT. (1) The peptide sequence is KVIKLVKSLV. The MHC is HLA-A02:01 with pseudo-sequence HLA-A02:01. The binding affinity (normalized) is 0.0645. (2) The peptide sequence is EHGIVIRAF. The MHC is HLA-A30:01 with pseudo-sequence HLA-A30:01. The binding affinity (normalized) is 0.0847. (3) The MHC is Mamu-A11 with pseudo-sequence Mamu-A11. The binding affinity (normalized) is 0.312. The peptide sequence is FDAWNNTV.